The task is: Predict which catalyst facilitates the given reaction.. This data is from Catalyst prediction with 721,799 reactions and 888 catalyst types from USPTO. (1) Reactant: [Cl:1][C:2]1[CH:9]=[CH:8][C:5]([CH:6]=[O:7])=[CH:4][CH:3]=1.[CH:10]1([Mg]Br)[CH2:12][CH2:11]1.O.C(OCC)(=O)C. Product: [CH:10]1([CH:6]([C:5]2[CH:8]=[CH:9][C:2]([Cl:1])=[CH:3][CH:4]=2)[OH:7])[CH2:12][CH2:11]1. The catalyst class is: 469. (2) Reactant: C[Si](C)(C)[C:3]#[C:4][CH:5]=[CH:6][C:7]#[C:8][CH2:9][CH2:10][CH2:11][CH3:12].C([O-])([O-])=O.[K+].[K+]. Product: [CH:3]#[C:4][CH:5]=[CH:6][C:7]#[C:8][CH2:9][CH2:10][CH2:11][CH3:12]. The catalyst class is: 5. (3) Reactant: [C:1]([O:4][CH2:5][C:6]([N:8]1[CH2:13][CH2:12][CH:11]([C:14]2[C:19]([C:20]#[N:21])=[C:18]([SH:22])[N:17]=[C:16]([NH2:23])[C:15]=2[C:24]#[N:25])[CH2:10][CH2:9]1)=[O:7])(=[O:3])[CH3:2].Cl[CH2:27][C:28]1[N:29]=[C:30]([C:33]2[CH:38]=[CH:37][C:36]([Cl:39])=[CH:35][CH:34]=2)[S:31][CH:32]=1.C(=O)(O)[O-].[Na+]. Product: [C:1]([O:4][CH2:5][C:6]([N:8]1[CH2:13][CH2:12][CH:11]([C:14]2[C:19]([C:20]#[N:21])=[C:18]([S:22][CH2:27][C:28]3[N:29]=[C:30]([C:33]4[CH:38]=[CH:37][C:36]([Cl:39])=[CH:35][CH:34]=4)[S:31][CH:32]=3)[N:17]=[C:16]([NH2:23])[C:15]=2[C:24]#[N:25])[CH2:10][CH2:9]1)=[O:7])(=[O:3])[CH3:2]. The catalyst class is: 3. (4) The catalyst class is: 89. Reactant: [CH:1]1([N:4]([CH2:12][C:13]2[CH:18]=[CH:17][C:16]([C:19]([NH:21][C:22]3[CH:27]=[CH:26][C:25]([CH3:28])=[C:24]([NH:29][C:30]4[CH:31]=[C:32]5[C:37](=[CH:38][CH:39]=4)[N:36]=[CH:35][N:34]([CH3:40])[C:33]5=[O:41])[CH:23]=3)=[O:20])=[CH:15][C:14]=2[C:42]([F:45])([F:44])[F:43])C(=O)OC(C)(C)C)[CH2:3][CH2:2]1. Product: [CH:1]1([NH:4][CH2:12][C:13]2[CH:18]=[CH:17][C:16]([C:19]([NH:21][C:22]3[CH:27]=[CH:26][C:25]([CH3:28])=[C:24]([NH:29][C:30]4[CH:31]=[C:32]5[C:37](=[CH:38][CH:39]=4)[N:36]=[CH:35][N:34]([CH3:40])[C:33]5=[O:41])[CH:23]=3)=[O:20])=[CH:15][C:14]=2[C:42]([F:45])([F:44])[F:43])[CH2:3][CH2:2]1. (5) Reactant: [O:1]=[C:2]1[CH2:11][CH2:10][C:9]2[C:4](=[CH:5][CH:6]=[C:7]([O:12][CH2:13][C:14]([NH:16][NH2:17])=[O:15])[CH:8]=2)[NH:3]1.[Cl:18][C:19]1[CH:24]=[CH:23][C:22]([N:25]=[C:26]=[S:27])=[CH:21][CH:20]=1. Product: [Cl:18][C:19]1[CH:24]=[CH:23][C:22]([NH:25][C:26]([NH:17][NH:16][C:14](=[O:15])[CH2:13][O:12][C:7]2[CH:8]=[C:9]3[C:4](=[CH:5][CH:6]=2)[NH:3][C:2](=[O:1])[CH2:11][CH2:10]3)=[S:27])=[CH:21][CH:20]=1. The catalyst class is: 3. (6) Reactant: [CH3:1][O:2][C:3]([C@@H:5]1[CH2:9][C:8](=[O:10])[CH2:7][C@@H:6]1[C:11]([O:13][CH3:14])=[O:12])=[O:4].C([O-])([O-])=O.[Ca+2].CN(C=O)C. Product: [CH3:14][O:13][C:11]([CH:6]1[CH2:7][C:8](=[O:10])[CH:9]=[C:5]1[C:3]([O:2][CH3:1])=[O:4])=[O:12]. The catalyst class is: 1. (7) Reactant: [F:1][C:2]([F:42])([F:41])[C:3]1[CH:4]=[C:5]([CH:34]=[C:35]([C:37]([F:40])([F:39])[F:38])[CH:36]=1)[CH2:6][N:7]([CH2:14][C:15]1[C:16]([C:25]([CH:28]2[CH2:33][CH2:32][CH2:31][CH2:30][CH2:29]2)=[N:26][OH:27])=[N:17][CH:18]=[C:19]([C:21]([F:24])([F:23])[F:22])[CH:20]=1)[C:8]1[N:9]=[N:10][N:11]([CH3:13])[N:12]=1.[H-].[Na+].[CH3:45]I. Product: [CH3:45][O:27][N:26]=[C:25]([C:16]1[C:15]([CH2:14][N:7]([CH2:6][C:5]2[CH:34]=[C:35]([C:37]([F:40])([F:38])[F:39])[CH:36]=[C:3]([C:2]([F:41])([F:1])[F:42])[CH:4]=2)[C:8]2[N:9]=[N:10][N:11]([CH3:13])[N:12]=2)=[CH:20][C:19]([C:21]([F:23])([F:24])[F:22])=[CH:18][N:17]=1)[CH:28]1[CH2:33][CH2:32][CH2:31][CH2:30][CH2:29]1. The catalyst class is: 58. (8) Reactant: [OH:1][C:2]1[CH:7]=[CH:6][C:5](B(O)O)=[CH:4][CH:3]=1.O.O.O.O.O.O.O.O.O.O.C(=O)([O-])[O-].[Na+].[Na+].Br[C:28]1[CH:29]=[N:30][C:31]([C:34]2[CH:39]=[CH:38][C:37]([CH2:40][C@H:41]([NH:65][C:66]([C:68]3[S:69][C:70]([C:73]([CH3:76])([CH3:75])[CH3:74])=[CH:71][CH:72]=3)=[O:67])[C:42]([NH:44][CH:45]([CH:53]([O:60][C:61]([CH3:64])([CH3:63])[CH3:62])[C:54]3[CH:59]=[CH:58][CH:57]=[CH:56][CH:55]=3)[C:46]([O:48][C:49]([CH3:52])([CH3:51])[CH3:50])=[O:47])=[O:43])=[CH:36][CH:35]=2)=[N:32][CH:33]=1.O1CCOCC1. Product: [C:61]([O:60][CH:53]([C:54]1[CH:55]=[CH:56][CH:57]=[CH:58][CH:59]=1)[CH:45]([NH:44][C:42](=[O:43])[C@@H:41]([NH:65][C:66]([C:68]1[S:69][C:70]([C:73]([CH3:75])([CH3:74])[CH3:76])=[CH:71][CH:72]=1)=[O:67])[CH2:40][C:37]1[CH:38]=[CH:39][C:34]([C:31]2[N:30]=[CH:29][C:28]([C:5]3[CH:6]=[CH:7][C:2]([OH:1])=[CH:3][CH:4]=3)=[CH:33][N:32]=2)=[CH:35][CH:36]=1)[C:46]([O:48][C:49]([CH3:52])([CH3:50])[CH3:51])=[O:47])([CH3:62])([CH3:63])[CH3:64]. The catalyst class is: 263. (9) Reactant: O[CH:2]=[C:3]1[C:12](=[O:13])[C:11]2[C:6](=[CH:7][CH:8]=[CH:9][CH:10]=2)[CH2:5][S:4]1.[Cl:14]CC(Cl)=O. Product: [Cl:14]/[CH:2]=[C:3]1\[S:4][CH2:5][C:6]2[C:11]([C:12]\1=[O:13])=[CH:10][CH:9]=[CH:8][CH:7]=2. The catalyst class is: 4.